Dataset: Full USPTO retrosynthesis dataset with 1.9M reactions from patents (1976-2016). Task: Predict the reactants needed to synthesize the given product. Given the product [CH2:18]([O:17][C:13]1[CH:12]=[C:11]([N:7]2[CH2:6][C:5]3([CH2:20][CH2:21][CH2:22][CH:3]([CH2:2][NH:1][C:27]4[C:26]([N+:34]([O-:36])=[O:35])=[CH:25][C:24]([F:23])=[C:30]([CH:29]=4)[C:48]#[N:49])[CH2:4]3)[O:9][C:8]2=[O:10])[CH:16]=[CH:15][CH:14]=1)[CH3:19], predict the reactants needed to synthesize it. The reactants are: [NH2:1][CH2:2][CH:3]1[CH2:22][CH2:21][CH2:20][C:5]2([O:9][C:8](=[O:10])[N:7]([C:11]3[CH:16]=[CH:15][CH:14]=[C:13]([O:17][CH2:18][CH3:19])[CH:12]=3)[CH2:6]2)[CH2:4]1.[F:23][C:24]1[C:30]([N+]([O-])=O)=[CH:29][C:27](N)=[C:26]([N+:34]([O-:36])=[O:35])[CH:25]=1.C(=O)([O-])[O-].[K+].[K+].CCOCC.[CH3:48][N:49](C=O)C.